Dataset: Forward reaction prediction with 1.9M reactions from USPTO patents (1976-2016). Task: Predict the product of the given reaction. (1) Given the reactants C1N=CN(C(N2C=NC=C2)=[O:7])C=1.Cl.[NH2:14][C@H:15]1[C:23]2[C:18](=[C:19]([C:24]3[S:25][C:26]([C:29]4[CH:30]=[CH:31][C:32]([O:37][CH:38]([CH3:40])[CH3:39])=[C:33]([CH:36]=4)[C:34]#[N:35])=CN=3)[CH:20]=[CH:21][CH:22]=2)[CH2:17][CH2:16]1.C[CH2:42][N:43]([CH2:46][CH3:47])[CH2:44][CH3:45].[NH:48]1[CH2:52]CCC1, predict the reaction product. The product is: [C:34]([C:33]1[CH:36]=[C:29]([C:26]2[S:25][C:24]([C:19]3[CH:20]=[CH:21][CH:22]=[C:23]4[C:18]=3[CH2:17][CH2:16][C@H:15]4[NH:14][C:42]([N:43]3[CH2:46][CH2:47][CH2:45][CH2:44]3)=[O:7])=[CH:52][N:48]=2)[CH:30]=[CH:31][C:32]=1[O:37][CH:38]([CH3:39])[CH3:40])#[N:35]. (2) Given the reactants [Cl:1][C:2]1[CH:7]=[CH:6][N:5]2[CH:8]=[CH:9][N:10]=[C:4]2[CH:3]=1.[I:11]N1C(=O)CCC1=O, predict the reaction product. The product is: [Cl:1][C:2]1[CH:7]=[CH:6][N:5]2[C:8]([I:11])=[CH:9][N:10]=[C:4]2[CH:3]=1. (3) Given the reactants CS(C1C=CC2C3N=CC(C4N(C)N=NC=4C)=CC=3N([C@@H:14]([CH:21]3[CH2:26][CH2:25][O:24][CH2:23][CH2:22]3)[C:15]3[CH:20]=[CH:19][CH:18]=[CH:17][CH:16]=3)C=2C=1)(=O)=O.[Br:38][C:39]1[CH:51]=[N:50][C:49]2[C:48]3[C:47]([F:52])=[CH:46][CH:45]=[C:44]([S:53]([CH3:56])(=[O:55])=[O:54])[C:43]=3[NH:42][C:41]=2[CH:40]=1, predict the reaction product. The product is: [Br:38][C:39]1[CH:51]=[N:50][C:49]2[C:48]3[C:47]([F:52])=[CH:46][CH:45]=[C:44]([S:53]([CH3:56])(=[O:54])=[O:55])[C:43]=3[N:42]([C@@H:14]([CH:21]3[CH2:26][CH2:25][O:24][CH2:23][CH2:22]3)[C:15]3[CH:20]=[CH:19][CH:18]=[CH:17][CH:16]=3)[C:41]=2[CH:40]=1. (4) Given the reactants [CH3:1][N:2]1[C:6]([C:7]2[CH:8]=[C:9]([C:12]([OH:14])=[O:13])[S:10][CH:11]=2)=[CH:5][CH:4]=[N:3]1.[Cl:15]N1C(=O)CCC1=O, predict the reaction product. The product is: [Cl:15][C:5]1[CH:4]=[N:3][N:2]([CH3:1])[C:6]=1[C:7]1[CH:8]=[C:9]([C:12]([OH:14])=[O:13])[S:10][CH:11]=1. (5) Given the reactants [N+:1]([C:4]1[C:12]2[S:11][C:10]([NH2:13])=[N:9][C:8]=2[CH:7]=[C:6]([C:14]2[CH:15]=[N:16][CH:17]=[CH:18][CH:19]=2)[CH:5]=1)([O-:3])=[O:2].[CH2:20]([N:22]=[C:23]=[O:24])[CH3:21], predict the reaction product. The product is: [CH2:20]([NH:22][C:23]([NH:13][C:10]1[S:11][C:12]2[C:4]([N+:1]([O-:3])=[O:2])=[CH:5][C:6]([C:14]3[CH:15]=[N:16][CH:17]=[CH:18][CH:19]=3)=[CH:7][C:8]=2[N:9]=1)=[O:24])[CH3:21]. (6) Given the reactants [CH3:1][C:2](=O)[CH2:3][C:4](=O)[CH3:5].Cl.[NH2:9][N:10]=[C:11]([NH2:15])[N:12](N)[NH2:13], predict the reaction product. The product is: [CH3:1][C:2]1[CH:3]=[C:4]([CH3:5])[N:10]([C:11]2[NH:12][NH:13][C:11]([N:10]3[C:4]([CH3:5])=[CH:3][C:2]([CH3:1])=[N:9]3)=[N:12][N:15]=2)[N:9]=1. (7) Given the reactants [CH:1]1([C:4]2[C:5]([N+:24]([O-])=O)=[CH:6][C:7]3[O:11][C:10]([C:12]4[CH:17]=[CH:16][C:15]([F:18])=[CH:14][CH:13]=4)=[C:9]([C:19]([O:21][CH3:22])=[O:20])[C:8]=3[CH:23]=2)[CH2:3][CH2:2]1, predict the reaction product. The product is: [NH2:24][C:5]1[C:4]([CH:1]2[CH2:3][CH2:2]2)=[CH:23][C:8]2[C:9]([C:19]([O:21][CH3:22])=[O:20])=[C:10]([C:12]3[CH:17]=[CH:16][C:15]([F:18])=[CH:14][CH:13]=3)[O:11][C:7]=2[CH:6]=1.